This data is from Full USPTO retrosynthesis dataset with 1.9M reactions from patents (1976-2016). The task is: Predict the reactants needed to synthesize the given product. (1) Given the product [Cl:23][C:21]1[CH:20]=[CH:19][C:18]([O:24][CH2:25][C:26]2[CH:31]=[CH:30][C:29]([Br:32])=[CH:28][C:27]=2[F:33])=[C:17]([C:12]2[N:11]([C:6]3[CH:5]=[C:4]([CH:9]=[C:8]([NH2:10])[CH:7]=3)[C:3]([OH:34])=[O:2])[C:15]([CH3:16])=[CH:14][CH:13]=2)[CH:22]=1, predict the reactants needed to synthesize it. The reactants are: C[O:2][C:3](=[O:34])[C:4]1[CH:9]=[C:8]([NH2:10])[CH:7]=[C:6]([N:11]2[C:15]([CH3:16])=[CH:14][CH:13]=[C:12]2[C:17]2[CH:22]=[C:21]([Cl:23])[CH:20]=[CH:19][C:18]=2[O:24][CH2:25][C:26]2[CH:31]=[CH:30][C:29]([Br:32])=[CH:28][C:27]=2[F:33])[CH:5]=1. (2) Given the product [Cl:1][C:2]1[C:7]([Cl:8])=[CH:6][CH:5]=[CH:4][C:3]=1[N:9]1[C:13]([NH:14][CH2:15][C:16]2[C:17]([CH3:22])=[N:18][CH:19]=[CH:20][CH:21]=2)=[C:12]2[CH2:24][S:25][CH2:26][C:11]2=[N:10]1, predict the reactants needed to synthesize it. The reactants are: [Cl:1][C:2]1[C:7]([Cl:8])=[CH:6][CH:5]=[CH:4][C:3]=1[N:9]1[C:13]([NH:14][C:15](=O)[C:16]2[CH:21]=[CH:20][CH:19]=[N:18][C:17]=2[CH3:22])=[C:12]2[CH2:24][S:25][CH2:26][C:11]2=[N:10]1.N.